This data is from Drug-target binding data from BindingDB using IC50 measurements. The task is: Regression. Given a target protein amino acid sequence and a drug SMILES string, predict the binding affinity score between them. We predict pIC50 (pIC50 = -log10(IC50 in M); higher means more potent). Dataset: bindingdb_ic50. (1) The drug is CCN(CC)c1nc2ccc(C(O)(c3ccc(Cl)cc3)c3cncn3C)cc2c(C(F)(F)F)c1Oc1ccc(Cl)cc1. The target protein sequence is STPEAPYASLTEIEHLVQSVCKSYRETCQLRLEDLLRQRSNIFSREEVTGYQRKSMWEMWERCAHHLTEAIQYVVEFAKRLSGFMELCQNDQIVLLKAGAMEVVLVRMCRAYNADNRTVFFEGKYGGMELFRALGCSELISSIFDFSHSLSALHFSEDEIALYTALVLINAHRPGLQEKRKVEQLQYNLELAFHHHLCKTHRQSILAKLPPKGKLRSLCSQHVERLQIFQHLHPIVVQAAFPPLFKELFSTETESPVGLSK. The pIC50 is 6.4. (2) The small molecule is O=C(c1cc(Cc2n[nH]c(=O)c3ccccc23)ccc1F)N1CCN(C(=O)C2CC2)CC1. The target protein (Q53GL7) has sequence MVAMAEAEAGVAVEVRGLPPAVPDELLTLYFENRRRSGGGPVLSWQRLGCGGVLTFREPADAERVLAQADHELHGAQLSLRPAPPRAPARLLLQGLPPGTTPQRLEQHVQALLRASGLPVQPCCALASPRPDRALVQLPKPLSEADVRVLEEQAQNLGLEGTLVSLARVPQARAVRVVGDGASVDLLLLELYLENERRSGGGPLEDLQRLPGPLGTVASFQQWQVAERVLQQEHRLQGSELSLVPHYDILEPEELAENTSGGDHPSTQGPRATKHALLRTGGLVTALQGAGTVTMGSGEEPGQSGASLRTGPMVQGRGIMTTGSGQEPGQSGTSLRTGPMGSLGQAEQVSSMPMGSLEHEGLVSLRPVGLQEQEGPMSLGPVGSAGPVETSKGLLGQEGLVEIAMDSPEQEGLVGPMEITMGSLEKAGPVSPGCVKLAGQEGLVEMVLLMEPGAMRFLQLYHEDLLAGLGDVALLPLEGPDMTGFRLCGAQASCQAAEEF.... The pIC50 is 5.0. (3) The small molecule is O=C(NC1CCCCC1)N1CCc2cc(S(=O)(=O)N3C[C@H](c4ccccc4)NC3=O)ccc21. The target protein sequence is MREIVSCQAGQCGNQIGSKFWEVIADEHGVDPTGSYQGDSDLQ. The pIC50 is 5.7. (4) The target protein (P29597) has sequence MPLRHWGMARGSKPVGDGAQPMAAMGGLKVLLHWAGPGGGEPWVTFSESSLTAEEVCIHIAHKVGITPPCFNLFALFDAQAQVWLPPNHILEIPRDASLMLYFRIRFYFRNWHGMNPREPAVYRCGPPGTEASSDQTAQGMQLLDPASFEYLFEQGKHEFVNDVASLWELSTEEEIHHFKNESLGMAFLHLCHLALRHGIPLEEVAKKTSFKDCIPRSFRRHIRQHSALTRLRLRNVFRRFLRDFQPGRLSQQMVMVKYLATLERLAPRFGTERVPVCHLRLLAQAEGEPCYIRDSGVAPTDPGPESAAGPPTHEVLVTGTGGIQWWPVEEEVNKEEGSSGSSGRNPQASLFGKKAKAHKAVGQPADRPREPLWAYFCDFRDITHVVLKEHCVSIHRQDNKCLELSLPSRAAALSFVSLVDGYFRLTADSSHYLCHEVAPPRLVMSIRDGIHGPLLEPFVQAKLRPEDGLYLIHWSTSHPYRLILTVAQRSQAPDGMQSL.... The pIC50 is 6.2. The small molecule is CCc1cc(O)ccc1-c1cc2[nH]ncc2c(N2CCc3c(Cl)cccc3C2)n1. (5) The compound is O=C1CCCc2c(-c3cc(Cl)c(O)cc3O)noc21. The target protein (Q58FG1) has sequence MESLTDPSKLDSGKEPHISLIPNKQDRTLTIVDTGIGMTKADLINNLGTITKSETKVFMEVLQAGADISMIGQFSVGFYSAYSVAEKVTVITKHNNDEQYAWESSLRGSFTEYREFYKSLTINWEDYLAVKHFSVEGQLEFRAFLFVPRLAPFELLETRKKKNKIKLSARRDLIMDNCEELIPEYLNFIRGVVDSEDLPLNIFRETKDQVANSTIVQRLWKHGLEVIYTIEPIDEYCVQQLKEFEGKTLVSVTKEDLELPEDEEEKKKQEEGKQKTKQKKNQSLRTSAKSTYGWTANMERIMKAQALRDNSTTGYMAAKKHLEINPDHSFIDTLRQKAETDKNDKSVKDLVILLYETALLSSDFGLEGPQTHANRIYRMNKLGLGTDEDDPTADDTSAAVTEEMPPLEGDDDTSRMEK. The pIC50 is 5.3. (6) The small molecule is O=C(/C=C/c1ccc(O)cc1O)c1cc2ccccc2cc1O. The target protein sequence is MSHLLVSPLGGGVQPRLEINNFVKNDRQFSLYVQALDRMYATPQNETASYFQVAGVHGYPLIPFNDAVGPTEFSPFDQWTGYCTHGSTLFPTWHRPYVLILEQILSGHAQQIADTYTVNKSEWKKAATEFRHPYWDWASNSVPPPEVISLPKVTITTPNGQKTSVANPLMRYTFNPVNDGGFYGPYNQWDTTLRQPDSTGVNAKDNVNRLTSVLKNAQASLTRATYDMFNRVTTWPHFSSHTPASGGSTSNSIEAIHDNIHVLVGGNGHMSDPSVAAFDPIFFLHHANVDRLIALWSAIRYDVWTSPGDAQFGTYTLRYKQSVDESTDLAPWWKTQNEYWKSNELRSTESLGYTYPEFVGLDMYNKDAVNKTISRKVAQLYGPQRGGQRSLVEDLSNSHARRSQRLAKRSRLGQLLKGLFSDWSAQIKFNRHEVGQSFSVCLFLGNVPEDPREWLVSPNLVGARHAFVRSVKTDHVAEEIGFIPINQWIAEHTGLPSFAV.... The pIC50 is 4.8. (7) The drug is COC1CCC2(CC1)Cc1ccc(-c3ccnnc3)cc1C21N=C(N)N(C)O1. The target protein sequence is MAQALPWLLLWMGAGVLPAHGTQHGIRLPLRSGLGGAPLGLRLPRETDEEPEEPGRRGSFVEMVDNLRGKSGQGYYVEMTVGSPPQTLNILVDTGSSNFAVGAAPHPFLHRYYQRQLSSTYRDLRKGVYVPYTQGKWEGELGTDLVSIPHGPNVTVRANIAAITESDKFFINGSNWEGILGLAYAEIARPDDSLEPFFDSLVKQTHVPNLFSLQLCGAGFPLNQSEVLASVGGSMIIGGIDHSLYTGSLWYTPIRREWYYEVIIVRVEINGQDLKMDCKEYNYDKSIVDSGTTNLRLPKKVFEAAVKSIKAASSTEKFPDGFWLGEQLVCWQAGTTPWNIFPVISLYLMGEVTNQSFRITILPQQYLRPVEDVATSQDDCYKFAISQSSTGTVMGAVIMEGFYVVFDRARKRIGFAVSACHVHDEFRTAAVEGPFVTLDMEDCGYNIPQTDESTLMTI. The pIC50 is 6.8. (8) The compound is O=C(CCC(=O)N/N=C/c1ccc(O)c(O)c1O)N/N=C/c1ccc(O)c(O)c1O. The target protein (Q9QYM2) has sequence MSAGPGCEPCTKRPRWGAAGTSAPTASDSRSFPGRQKRVLDPKDAPVQFRVPPSSSACVSGRAGPHRGSVTSFVFKQKPITTWMDTKGPKTAESESKENNNTRTDPMMSSVQKDNFYPHKVEKLGNVPQLNLDKSPTEKSTPYLNQQQTAGVCKWHSAGERAEQLSASEPSAVTQAPKQLSNANIDQSPPTDGHSDTDHEEDRDNQQFLTPVKLANAKQTVGDGQARSNCKCSASCQCGQDCAGCQREEADVIPESPLSDVGAEDIGTGSKNDNKLTGQESGLGDSPPFEKESEPESPMDVDNSKTSCQDSEADEEASPVFDEQDDQDDRSSQTANKLSSRQAREVDGDLRKRYLTKGSEIRLHFQFEGGSNAGTSDLNAKPSGNSSSLNVDGRSSKQHGKRDSKITDHFVRIPKSEDKRKEQCEVRHQRAERKIPKYVPPNLPPDKKWLGTPIEEMRKMPRCGVRLPLLRPSASHTVTVRVDLLRAGEVPKPFPTHYKD.... The pIC50 is 5.0. (9) The small molecule is C[C@@H](Oc1cc(-c2cnn(CCC(F)(F)F)c2)cc2nn(C)c(F)c12)[C@H]1CNC(=O)C1. The target protein sequence is MAQKENSYPWPYGRQTAPSGLSTLPQRVLRKEPVTPSALVLMSRSNVQPTAAPGQKVMENSSGTPDILTRHFTIDDFEIGRPLGKGKFGNVYLAREKKSHFIVALKVLFKSQIEKEGVEHQLRREIEIQAHLHHPNILRLYNYFYDRRRIYLILEYAPRGELYKELQKSCTFDEQRTATIMEELADALMYCHGKKVIHRDIKPENLLLGLKGELKIADFGWSVHAPSLRRKTMCGTLDYLPPEMIEGRMHNEKVDLWCIGVLCYELLVGNPPFESASHNETYRRIVKVDLKFPASVPMGAQDLISKLLRHNPSERLPLAQVSAHPWVRANSRRVLPPSALQ. The pIC50 is 4.5. (10) The compound is Cc1c(/C=C/CN2CCN(c3cc(F)cc(F)c3)CC2)cnn1-c1ncccn1.Cl. The target protein (P02554) has sequence MREIVHIQAGQCGNQIGAKFWEVISDEHGIDPTGSYHGDSDLQLERINVYYNEAAGNKYVPRAILVDLEPGTMDSVRSGPFGQIFRPDNFVFGQSGAGNNWAKGHYTEGAELVDSVLDVVRKESESCDCLQGFQLTHSLGGGTGSGMGTLLISKIREEYPDRIMNTFSVVPSPKVSDTVVEPYNATLSVHQLVENTDETYCIDNEALYDICFRTLKLTTPTYGDLNHLVSATMSGVTTCLRFPGQLNADLRKLAVNMVPFPRLHFFMPGFAPLTSRGSQQYRALTVPELTQQMFDAKNMMAACDPRHGRYLTVAAVFRGRMSMKEVDEQMLNVQNKNSSYFVEWIPNNVKTAVCDIPPRGLKMSATFIGNSTAIQELFKRISEQFTAMFRRKAFLHWYTGEGMDEMEFTEAESNMNDLVSEYQQYQDATADEQGEFEEEGEEDEA. The pIC50 is 5.0.